Task: Predict the product of the given reaction.. Dataset: Forward reaction prediction with 1.9M reactions from USPTO patents (1976-2016) (1) Given the reactants [CH3:1][C:2]1[CH:11]=[CH:10][C:9]2[C:4](=[CH:5][CH:6]=[CH:7][C:8]=2[N:12]2[CH2:17][CH2:16][N:15]([CH2:18][CH2:19][C:20]3[CH:21]=[C:22]([CH:24]=[CH:25][CH:26]=3)[NH2:23])[CH2:14][CH2:13]2)[N:3]=1.[CH3:27][CH:28]([CH3:32])[C:29](Cl)=[O:30], predict the reaction product. The product is: [CH3:27][CH:28]([CH3:32])[C:29]([NH:23][C:22]1[CH:24]=[CH:25][CH:26]=[C:20]([CH2:19][CH2:18][N:15]2[CH2:14][CH2:13][N:12]([C:8]3[CH:7]=[CH:6][CH:5]=[C:4]4[C:9]=3[CH:10]=[CH:11][C:2]([CH3:1])=[N:3]4)[CH2:17][CH2:16]2)[CH:21]=1)=[O:30]. (2) Given the reactants C1(C#C)C=CC=CC=1.[C:9]1([CH:15]([OH:18])[C:16]#[CH:17])[CH:14]=[CH:13][CH:12]=[CH:11][CH:10]=1.[N:19]([C:22]1[S:23][C:24]([C:28]([NH:30][CH2:31][C:32]2[CH:37]=[CH:36][CH:35]=[CH:34][CH:33]=2)=[O:29])=[C:25]([CH3:27])[N:26]=1)=[N+:20]=[N-:21], predict the reaction product. The product is: [CH2:31]([NH:30][C:28]([C:24]1[S:23][C:22]([N:19]2[CH:17]=[C:16]([CH:15]([OH:18])[C:9]3[CH:14]=[CH:13][CH:12]=[CH:11][CH:10]=3)[N:21]=[N:20]2)=[N:26][C:25]=1[CH3:27])=[O:29])[C:32]1[CH:33]=[CH:34][CH:35]=[CH:36][CH:37]=1. (3) Given the reactants [Cl:1][C:2]1[CH:3]=[C:4]([NH:9][C:10]2[C:19]3[C:14](=[CH:15][CH:16]=[C:17]([NH:20][CH2:21][C:22](O)=[O:23])[CH:18]=3)[N:13]=[CH:12][C:11]=2[C:25]#[N:26])[CH:5]=[CH:6][C:7]=1[F:8].Cl.CN.[CH3:30][N:31]([P+](ON1N=NC2C=CC=CC1=2)(N(C)C)N(C)C)C.F[P-](F)(F)(F)(F)F.CN1CCOCC1, predict the reaction product. The product is: [Cl:1][C:2]1[CH:3]=[C:4]([NH:9][C:10]2[C:19]3[C:14](=[CH:15][CH:16]=[C:17]([NH:20][CH2:21][C:22]([NH:31][CH3:30])=[O:23])[CH:18]=3)[N:13]=[CH:12][C:11]=2[C:25]#[N:26])[CH:5]=[CH:6][C:7]=1[F:8]. (4) Given the reactants [C:1]([O:5][C:6](=[O:36])[CH2:7][O:8][C:9]1[C:14]2[CH2:15][CH2:16][CH2:17][CH2:18][CH:19]([NH:20][S:21]([C:24]3[CH:29]=[CH:28][C:27]([C:30]4[CH:35]=[CH:34][CH:33]=[CH:32][CH:31]=4)=[CH:26][CH:25]=3)(=[O:23])=[O:22])[C:13]=2[CH:12]=[CH:11][CH:10]=1)([CH3:4])([CH3:3])[CH3:2].CI.[C:39]([O-])([O-])=O.[K+].[K+], predict the reaction product. The product is: [C:1]([O:5][C:6](=[O:36])[CH2:7][O:8][C:9]1[C:14]2[CH2:15][CH2:16][CH2:17][CH2:18][CH:19]([N:20]([S:21]([C:24]3[CH:29]=[CH:28][C:27]([C:30]4[CH:35]=[CH:34][CH:33]=[CH:32][CH:31]=4)=[CH:26][CH:25]=3)(=[O:23])=[O:22])[CH3:39])[C:13]=2[CH:12]=[CH:11][CH:10]=1)([CH3:4])([CH3:2])[CH3:3]. (5) Given the reactants [CH3:1][N:2]([C:10]1[CH:18]=[C:17]2[C:13]([C:14]([CH:27]=[CH:28][C:29]3[CH:34]=[CH:33][CH:32]=[CH:31][CH:30]=3)=[N:15][N:16]2COCC[Si](C)(C)C)=[CH:12][CH:11]=1)[C:3]1[CH:8]=[CH:7][CH:6]=[C:5]([NH2:9])[CH:4]=1.N1C=CC=CC=1.[CH3:41][C:42](OC(C)=O)=[O:43].C([O-])([O-])=O.[K+].[K+], predict the reaction product. The product is: [CH3:1][N:2]([C:10]1[CH:18]=[C:17]2[C:13]([C:14]([CH:27]=[CH:28][C:29]3[CH:30]=[CH:31][CH:32]=[CH:33][CH:34]=3)=[N:15][NH:16]2)=[CH:12][CH:11]=1)[C:3]1[CH:4]=[C:5]([NH:9][C:42](=[O:43])[CH3:41])[CH:6]=[CH:7][CH:8]=1. (6) Given the reactants [N+:1]([C:4]1[C:5]([C:9]([OH:11])=[O:10])=[N:6][NH:7][CH:8]=1)([O-:3])=[O:2].Cl.[CH3:13]N(C)CCCN=C=NCC.CO, predict the reaction product. The product is: [CH3:13][O:10][C:9]([C:5]1[C:4]([N+:1]([O-:3])=[O:2])=[CH:8][NH:7][N:6]=1)=[O:11]. (7) Given the reactants [OH:1][C:2]1[CH:3]=[C:4]([CH:8]=[C:9]([CH3:11])[CH:10]=1)[C:5](O)=O.Br[CH:13]([C:15]1[CH:20]=[CH:19][CH:18]=[CH:17][CH:16]=1)[CH3:14].Cl.[CH3:22][C:23]1([C:37]([O:39]CC)=[O:38])[CH2:28][CH2:27][N:26]([C:29]2[CH2:36][C:32]3([CH2:35][NH:34][CH2:33]3)[O:31][N:30]=2)[CH2:25][CH2:24]1, predict the reaction product. The product is: [CH3:22][C:23]1([C:37]([OH:39])=[O:38])[CH2:24][CH2:25][N:26]([C:29]2[CH2:36][C:32]3([CH2:35][N:34]([CH2:5][C:4]4[CH:3]=[C:2]([O:1][CH:13]([C:15]5[CH:20]=[CH:19][CH:18]=[CH:17][CH:16]=5)[CH3:14])[CH:10]=[C:9]([CH3:11])[CH:8]=4)[CH2:33]3)[O:31][N:30]=2)[CH2:27][CH2:28]1. (8) Given the reactants [CH:1]1([CH2:4][O:5][C:6]2[C:11]([O:12][CH3:13])=[CH:10][CH:9]=[CH:8][C:7]=2/[CH:14]=[CH:15]/[C:16]2[N:17]=[C:18]3[N:22]([C:23]=2[C:24](O)=[O:25])[CH:21]=[CH:20][S:19]3)[CH2:3][CH2:2]1.[F:27][C:28]([F:42])([F:41])[C:29]1[CH:30]=[CH:31][C:32]([N:35]2[CH2:40][CH2:39][NH:38][CH2:37][CH2:36]2)=[N:33][CH:34]=1.C(N(CC)CC)C, predict the reaction product. The product is: [CH:1]1([CH2:4][O:5][C:6]2[C:11]([O:12][CH3:13])=[CH:10][CH:9]=[CH:8][C:7]=2/[CH:14]=[CH:15]/[C:16]2[N:17]=[C:18]3[N:22]([C:23]=2[C:24]([N:38]2[CH2:39][CH2:40][N:35]([C:32]4[CH:31]=[CH:30][C:29]([C:28]([F:42])([F:27])[F:41])=[CH:34][N:33]=4)[CH2:36][CH2:37]2)=[O:25])[CH:21]=[CH:20][S:19]3)[CH2:3][CH2:2]1. (9) Given the reactants Br[C:2]1[CH:3]=[C:4]([O:18][S:19]([C:22]2[CH:27]=[CH:26][CH:25]=[CH:24][CH:23]=2)(=[O:21])=[O:20])[CH:5]=[C:6]2[C:10]=1[NH:9][CH:8]=[C:7]2[C:11]1[CH:16]=[CH:15][N:14]([CH3:17])[CH2:13][CH:12]=1.[CH:28]([Sn](CCCC)(CCCC)CCCC)=[CH2:29].C(OCC)(=O)C, predict the reaction product. The product is: [CH:28]([C:2]1[CH:3]=[C:4]([O:18][S:19]([C:22]2[CH:27]=[CH:26][CH:25]=[CH:24][CH:23]=2)(=[O:21])=[O:20])[CH:5]=[C:6]2[C:10]=1[NH:9][CH:8]=[C:7]2[CH:11]1[CH2:12][CH2:13][N:14]([CH3:17])[CH2:15][CH2:16]1)=[CH2:29]. (10) The product is: [F:26][C:23]1[CH:24]=[CH:25][C:20]([CH2:19][CH2:18][C@H:10]2[CH2:9][C@H:8]([C:6]3[O:7][NH:30][C:4](=[O:3])[CH:5]=3)[CH2:13][CH2:12][N:11]2[C:14]([O:16][CH3:17])=[O:15])=[CH:21][CH:22]=1. Given the reactants C([O:3][C:4](=O)[CH2:5][C:6]([C@@H:8]1[CH2:13][CH2:12][N:11]([C:14]([O:16][CH3:17])=[O:15])[C@@H:10]([CH2:18][CH2:19][C:20]2[CH:25]=[CH:24][C:23]([F:26])=[CH:22][CH:21]=2)[CH2:9]1)=[O:7])C.[OH-].[Na+].[NH2:30]O.Cl, predict the reaction product.